This data is from Forward reaction prediction with 1.9M reactions from USPTO patents (1976-2016). The task is: Predict the product of the given reaction. (1) Given the reactants [CH3:1][C:2]1[CH:3]=[C:4]([CH:7]=[CH:8][C:9]=1[S:10]([N:13]1[CH2:18][CH2:17][NH:16][C@@H:15]([CH3:19])[CH2:14]1)(=[O:12])=[O:11])[C:5]#[N:6].[CH3:20][C:21]1[N:26]=[CH:25][C:24]([C:27](O)=[O:28])=[CH:23][CH:22]=1.CCN(C(C)C)C(C)C.CN(C(ON1N=NC2C=CC=NC1=2)=[N+](C)C)C.F[P-](F)(F)(F)(F)F, predict the reaction product. The product is: [NH3:6].[CH3:1][C:2]1[CH:3]=[C:4]([CH:7]=[CH:8][C:9]=1[S:10]([N:13]1[CH2:18][CH2:17][N:16]([C:27]([C:24]2[CH:25]=[N:26][C:21]([CH3:20])=[CH:22][CH:23]=2)=[O:28])[C@@H:15]([CH3:19])[CH2:14]1)(=[O:12])=[O:11])[C:5]#[N:6]. (2) The product is: [Cl:1][C:2]1[CH:7]=[CH:6][C:5]2[NH:8][C:12]([CH2:11][OH:10])=[N:9][C:4]=2[CH:3]=1. Given the reactants [Cl:1][C:2]1[CH:3]=[C:4]([NH2:9])[C:5]([NH2:8])=[CH:6][CH:7]=1.[OH:10][CH2:11][C:12](O)=O.Cl.N, predict the reaction product. (3) Given the reactants [NH2:1][C:2]1[N:18]=[CH:17][C:16](Br)=[CH:15][C:3]=1[C:4]([NH:6][C:7]1[CH:12]=[C:11]([CH3:13])[N:10]=[C:9]([CH3:14])[CH:8]=1)=[O:5].[N:20]1([CH2:26][C:27]2[S:31][C:30](B3OC(C)(C)C(C)(C)O3)=[CH:29][CH:28]=2)[CH2:25][CH2:24][O:23][CH2:22][CH2:21]1, predict the reaction product. The product is: [NH2:1][C:2]1[N:18]=[CH:17][C:16]([C:30]2[S:31][C:27]([CH2:26][N:20]3[CH2:21][CH2:22][O:23][CH2:24][CH2:25]3)=[CH:28][CH:29]=2)=[CH:15][C:3]=1[C:4]([NH:6][C:7]1[CH:12]=[C:11]([CH3:13])[N:10]=[C:9]([CH3:14])[CH:8]=1)=[O:5].